This data is from Forward reaction prediction with 1.9M reactions from USPTO patents (1976-2016). The task is: Predict the product of the given reaction. (1) Given the reactants C[Si](C)(C)[NH:3][Si](C)(C)C.C([Li])CCC.[F:15][C:16]1[CH:23]=[CH:22][C:19]([C:20]#[N:21])=[CH:18][CH:17]=1.Cl, predict the reaction product. The product is: [F:15][C:16]1[CH:23]=[CH:22][C:19]([C:20](=[NH:3])[NH2:21])=[CH:18][CH:17]=1. (2) Given the reactants [Br:1][C:2]1[CH:3]=[C:4]([N+:9]([O-:11])=[O:10])[C:5](Cl)=[N:6][CH:7]=1.[NH:12]1[CH2:17][CH2:16][CH2:15][CH2:14][CH2:13]1, predict the reaction product. The product is: [Br:1][C:2]1[CH:3]=[C:4]([N+:9]([O-:11])=[O:10])[C:5]([N:12]2[CH2:17][CH2:16][CH2:15][CH2:14][CH2:13]2)=[N:6][CH:7]=1. (3) The product is: [F:13][C:14]([F:22])([F:21])[C:15]1[CH:20]=[C:29]([C:28]2[CH:31]=[CH:32][C:25]([S:24][CH3:23])=[CH:26][CH:27]=2)[NH:30][C:17](=[O:18])[CH:16]=1. Given the reactants C(NC(C)C)(C)C.C([Li])CCC.[F:13][C:14]([F:22])([F:21])[C:15]([CH3:20])=[CH:16][C:17](O)=[O:18].[CH3:23][S:24][C:25]1[CH:32]=[CH:31][C:28]([C:29]#[N:30])=[CH:27][CH:26]=1, predict the reaction product. (4) Given the reactants C([Si](C1C=CC=CC=1)(C1C=CC=CC=1)[O:6][CH:7]1[CH2:36][CH2:35][C:10]2([C:14](=[O:15])[N:13]([C:16]3[CH:21]=[CH:20][C:19]([N:22]4[CH2:27][CH2:26][CH:25]([N:28]5[CH2:32][CH2:31][CH2:30][C@@H:29]5[CH3:33])[CH2:24][CH2:23]4)=[CH:18][C:17]=3[CH3:34])[CH2:12][CH2:11]2)[CH2:9][CH2:8]1)(C)(C)C.[F-].C([N+](CCCC)(CCCC)CCCC)CCC.O, predict the reaction product. The product is: [OH:6][CH:7]1[CH2:8][CH2:9][C:10]2([C:14](=[O:15])[N:13]([C:16]3[CH:21]=[CH:20][C:19]([N:22]4[CH2:23][CH2:24][CH:25]([N:28]5[CH2:32][CH2:31][CH2:30][C@@H:29]5[CH3:33])[CH2:26][CH2:27]4)=[CH:18][C:17]=3[CH3:34])[CH2:12][CH2:11]2)[CH2:35][CH2:36]1. (5) Given the reactants [N:1]1[CH:6]=[CH:5][CH:4]=[N:3][C:2]=1C=O.[F:9][C:10]([F:26])([F:25])[C:11]1[CH:24]=[CH:23][CH:22]=[CH:21][C:12]=1[CH2:13][C:14]1[CH:15]=[C:16]([CH:18]=[CH:19][CH:20]=1)[NH2:17].[BH4-].[Na+].[CH3:29]O, predict the reaction product. The product is: [N:1]1[CH:6]=[C:5]([CH2:29][NH:17][C:16]2[CH:18]=[CH:19][CH:20]=[C:14]([CH2:13][C:12]3[CH:21]=[CH:22][CH:23]=[CH:24][C:11]=3[C:10]([F:25])([F:26])[F:9])[CH:15]=2)[CH:4]=[N:3][CH:2]=1. (6) The product is: [F:13][CH:2]([F:1])[C:3]1[N:8]=[C:7]([C:9]([OH:11])=[O:10])[CH:6]=[CH:5][CH:4]=1. Given the reactants [F:1][CH:2]([F:13])[C:3]1[N:8]=[C:7]([C:9]([O:11]C)=[O:10])[CH:6]=[CH:5][CH:4]=1.O1CCCC1.O.[OH-].[Li+], predict the reaction product. (7) Given the reactants [CH:1]1([NH:4][C:5](=[O:44])[NH:6][C:7]2[CH:42]=[CH:41][C:10]([O:11][C:12]3[CH:17]=[CH:16][N:15]=[C:14]4[CH:18]=[C:19]([C:21]5[N:26]=[CH:25][C:24]([CH2:27][N:28]6[CH2:33][CH2:32][N:31](C(OC(C)(C)C)=O)[CH2:30][CH2:29]6)=[CH:23][CH:22]=5)[S:20][C:13]=34)=[C:9]([F:43])[CH:8]=2)[CH2:3][CH2:2]1.C(O)(C(F)(F)F)=O, predict the reaction product. The product is: [CH:1]1([NH:4][C:5]([NH:6][C:7]2[CH:42]=[CH:41][C:10]([O:11][C:12]3[CH:17]=[CH:16][N:15]=[C:14]4[CH:18]=[C:19]([C:21]5[CH:22]=[CH:23][C:24]([CH2:27][N:28]6[CH2:29][CH2:30][NH:31][CH2:32][CH2:33]6)=[CH:25][N:26]=5)[S:20][C:13]=34)=[C:9]([F:43])[CH:8]=2)=[O:44])[CH2:3][CH2:2]1. (8) Given the reactants [CH3:1][C@@:2]1([C:18]([F:21])([F:20])[F:19])[CH2:17][N:5]2[C:6](=[O:16])[CH:7]=[C:8]([N:10]3[CH2:15][CH2:14][O:13][CH2:12][CH2:11]3)[N:9]=[C:4]2[NH:3]1.[CH3:22][C:23]1([O:26][CH2:25]1)[CH3:24].C(=O)([O-])[O-].[Cs+].[Cs+], predict the reaction product. The product is: [OH:26][C:23]([CH3:25])([CH3:24])[CH2:22][N:3]1[C:4]2=[N:9][C:8]([N:10]3[CH2:11][CH2:12][O:13][CH2:14][CH2:15]3)=[CH:7][C:6](=[O:16])[N:5]2[CH2:17][C@@:2]1([CH3:1])[C:18]([F:21])([F:19])[F:20]. (9) Given the reactants [N:1]([C@@H:4]1[CH2:9][N:8]([S:10]([CH3:13])(=[O:12])=[O:11])[C@@H:7]([CH2:14][CH2:15][C:16]2[C:17]([Cl:28])=[CH:18][N:19]=[C:20]3[C:25]=2[N:24]=[C:23]([O:26][CH3:27])[CH:22]=[CH:21]3)[CH2:6][CH2:5]1)=[N+]=[N-].N[C@@H]1CN(C(OC(C)(C)C)=O)[C@@H](CCC2C3C(=CC=C(OC)N=3)N=CC=2F)CC1.FC1C=NC2C(C=1CC[C@H]1CC[C@H](N[CH2:78][C:79]3[CH:80]=[CH:81][C:82]4[O:83][CH2:84][C:85](=[O:89])[NH:86][C:87]=4[N:88]=3)CN1C(OC(C)(C)C)=O)=NC(OC)=CC=2, predict the reaction product. The product is: [Cl:28][C:17]1[CH:18]=[N:19][C:20]2[C:25]([C:16]=1[CH2:15][CH2:14][C@@H:7]1[N:8]([S:10]([CH3:13])(=[O:12])=[O:11])[CH2:9][C@@H:4]([NH:1][CH2:78][C:79]3[CH:80]=[CH:81][C:82]4[O:83][CH2:84][C:85](=[O:89])[NH:86][C:87]=4[N:88]=3)[CH2:5][CH2:6]1)=[N:24][C:23]([O:26][CH3:27])=[CH:22][CH:21]=2. (10) Given the reactants [CH3:1][C:2]1[CH:3]=[C:4]([P:9]([C:45]2[CH:50]=[C:49]([CH3:51])[CH:48]=[C:47]([CH3:52])[CH:46]=2)([C:11]2[C:16]([C:17]3[C:22]([P:23]([C:33]4[CH:38]=[C:37]([CH3:39])[CH:36]=[C:35]([CH3:40])[CH:34]=4)([C:25]4[CH:30]=[C:29]([CH3:31])[CH:28]=[C:27]([CH3:32])[CH:26]=4)=O)=[CH:21][C:20]([CH3:41])=[CH:19][C:18]=3[CH3:42])=[C:15]([CH3:43])[CH:14]=[C:13]([CH3:44])[CH:12]=2)=O)[CH:5]=[C:6]([CH3:8])[CH:7]=1.C(N(CC)CC)C.Cl[SiH](Cl)Cl.[OH-].[Na+], predict the reaction product. The product is: [CH3:41][C:20]1[CH:19]=[C:18]([CH3:42])[C:17]([C:16]2[C:15]([CH3:43])=[CH:14][C:13]([CH3:44])=[CH:12][C:11]=2[P:9]([C:4]2[CH:5]=[C:6]([CH3:8])[CH:7]=[C:2]([CH3:1])[CH:3]=2)[C:45]2[CH:50]=[C:49]([CH3:51])[CH:48]=[C:47]([CH3:52])[CH:46]=2)=[C:22]([P:23]([C:33]2[CH:38]=[C:37]([CH3:39])[CH:36]=[C:35]([CH3:40])[CH:34]=2)[C:25]2[CH:26]=[C:27]([CH3:32])[CH:28]=[C:29]([CH3:31])[CH:30]=2)[CH:21]=1.